This data is from Full USPTO retrosynthesis dataset with 1.9M reactions from patents (1976-2016). The task is: Predict the reactants needed to synthesize the given product. (1) Given the product [N:1]1([CH2:6][C:7]2[CH:8]=[C:9]([CH:38]=[C:39]([Cl:41])[CH:40]=2)/[CH:10]=[CH:11]/[C:12]2[CH:17]=[CH:16][C:15]([N:18]3[CH2:23][CH2:22][N:21]([S:24]([C:27]4[CH:32]=[CH:31][CH:30]=[C:29]([N+:42]([O-:44])=[O:43])[CH:28]=4)(=[O:26])=[O:25])[CH2:20][CH2:19]3)=[CH:14][CH:13]=2)[CH:5]=[CH:4][N:3]=[CH:2]1, predict the reactants needed to synthesize it. The reactants are: [N:1]1([CH2:6][C:7]2[CH:8]=[C:9]([CH:38]=[C:39]([Cl:41])[CH:40]=2)/[CH:10]=[CH:11]/[C:12]2[CH:17]=[CH:16][C:15]([N:18]3[CH2:23][CH2:22][N:21]([S:24]([C:27]4[CH:32]=[CH:31][CH:30]=[C:29](OC(F)(F)F)[CH:28]=4)(=[O:26])=[O:25])[CH2:20][CH2:19]3)=[CH:14][CH:13]=2)[CH:5]=[CH:4][N:3]=[CH:2]1.[N+:42](C1C=C(S(Cl)(=O)=O)C=CC=1)([O-:44])=[O:43].FC(F)(F)OC1C=C(S(Cl)(=O)=O)C=CC=1. (2) Given the product [F:14][C:2]([F:1])([F:13])[CH:3]1[C:12]2[C:7](=[CH:8][CH:9]=[CH:10][CH:11]=2)[N:6]([CH2:16][C:17]([NH2:19])=[O:18])[CH2:5][CH2:4]1, predict the reactants needed to synthesize it. The reactants are: [F:1][C:2]([F:14])([F:13])[CH:3]1[C:12]2[C:7](=[CH:8][CH:9]=[CH:10][CH:11]=2)[NH:6][CH2:5][CH2:4]1.I[CH2:16][C:17]([NH2:19])=[O:18].CCN(C(C)C)C(C)C.[OH-].[Na+].